Dataset: Reaction yield outcomes from USPTO patents with 853,638 reactions. Task: Predict the reaction yield, written as a fraction of the theoretical maximum amount of product (1.0 means a 100% yield; for example, 0.34 means a 34% yield). (1) The reactants are [Cl:1][C:2]1[CH:3]=[C:4]2[C:8](=[CH:9][CH:10]=1)[N:7](CC(O)=O)[C:6]([CH3:15])=[C:5]2[C:16]1[C:25]2[C:20](=CC=CC=2)[C:19](=O)[N:18](CC2C=CC(Cl)=CC=2)[N:17]=1.[Cl:35]C1C=C2C(=CC=1)NC(C)=C2.ClC1N=NC(Cl)=CC=1.[Cl-].[Al+3].[Cl-].[Cl-]. No catalyst specified. The product is [Cl:1][C:2]1[CH:3]=[C:4]2[C:8](=[CH:9][CH:10]=1)[NH:7][C:6]([CH3:15])=[C:5]2[C:16]1[N:17]=[N:18][C:19]([Cl:35])=[CH:20][CH:25]=1. The yield is 0.810. (2) The reactants are [Cl:1][C:2]1[C:3]([CH3:12])=[C:4]([NH:8][C:9](=[O:11])[CH3:10])[CH:5]=[CH:6][CH:7]=1.[Br:13]Br. The catalyst is CC(O)=O. The product is [Br:13][C:7]1[CH:6]=[CH:5][C:4]([NH:8][C:9](=[O:11])[CH3:10])=[C:3]([CH3:12])[C:2]=1[Cl:1]. The yield is 0.900. (3) The reactants are [CH:1]1([CH2:4][C:5]2([C:11]([O:13][CH2:14][CH3:15])=[O:12])SCCCS2)[CH2:3][CH2:2]1.BrN1C(=[O:22])CCC1=O. The catalyst is CC#N.O. The product is [CH:1]1([CH2:4][C:5](=[O:22])[C:11]([O:13][CH2:14][CH3:15])=[O:12])[CH2:3][CH2:2]1. The yield is 0.550.